This data is from Forward reaction prediction with 1.9M reactions from USPTO patents (1976-2016). The task is: Predict the product of the given reaction. (1) Given the reactants [NH2:1][C:2]1[CH:3]=[C:4]([C:8]([C:10]2[C:18]3[CH:17]=[N:16][CH:15]=[N:14][C:13]=3[N:12]([C:19]([CH3:30])([CH3:29])[CH2:20][O:21][Si:22]([C:25]([CH3:28])([CH3:27])[CH3:26])([CH3:24])[CH3:23])[CH:11]=2)=[O:9])[CH:5]=[N:6][CH:7]=1.[CH:31]1([C:34]2[CH:35]=[N:36][N:37]([CH2:39][C:40](O)=[O:41])[CH:38]=2)[CH2:33][CH2:32]1, predict the reaction product. The product is: [C:25]([Si:22]([CH3:23])([CH3:24])[O:21][CH2:20][C:19]([N:12]1[C:13]2[N:14]=[CH:15][N:16]=[CH:17][C:18]=2[C:10]([C:8]([C:4]2[CH:3]=[C:2]([NH:1][C:40](=[O:41])[CH2:39][N:37]3[CH:38]=[C:34]([CH:31]4[CH2:32][CH2:33]4)[CH:35]=[N:36]3)[CH:7]=[N:6][CH:5]=2)=[O:9])=[CH:11]1)([CH3:30])[CH3:29])([CH3:28])([CH3:27])[CH3:26]. (2) Given the reactants [O:1]=[C:2]([C:18]1[CH:23]=[CH:22][CH:21]=[CH:20][C:19]=1[NH:24]C1C=CC=CC=1)[CH2:3][CH2:4][CH:5]1[CH2:10][CH2:9][N:8](C(OC(C)(C)C)=O)[CH2:7][CH2:6]1.[ClH:31], predict the reaction product. The product is: [ClH:31].[ClH:31].[NH2:24][C:19]1[CH:20]=[CH:21][CH:22]=[CH:23][C:18]=1[C:2](=[O:1])[CH2:3][CH2:4][CH:5]1[CH2:6][CH2:7][NH:8][CH2:9][CH2:10]1.